From a dataset of Ames mutagenicity test results for genotoxicity prediction. Regression/Classification. Given a drug SMILES string, predict its toxicity properties. Task type varies by dataset: regression for continuous values (e.g., LD50, hERG inhibition percentage) or binary classification for toxic/non-toxic outcomes (e.g., AMES mutagenicity, cardiotoxicity, hepatotoxicity). Dataset: ames. The compound is CC(=O)/C(=N/O)C(=O)N(c1ccccc1)N(C)N=O. The result is 1 (mutagenic).